This data is from Experimentally validated miRNA-target interactions with 360,000+ pairs, plus equal number of negative samples. The task is: Binary Classification. Given a miRNA mature sequence and a target amino acid sequence, predict their likelihood of interaction. The miRNA is mmu-miR-31-5p with sequence AGGCAAGAUGCUGGCAUAGCUG. The protein sequence of the target gene is MDKALKEVFDYSYRDYILSWYGNLSRDEGQLYHLLLEDFWEIARQLHHRLSHVDVVKVVCNDVVRTLLTHFCDLKAANARHEEQPRPFVLHACLRNSDDEVRFLQTCSRVLVFCLLPSKDVQSLSLRIMLAEILTTKVLKPVVELLSNPDYINQMLLAQLAYREQMNEHHKRAYTYAPSYEDFIKLINSNSDVEFLKQLRYQIVVEIIQATTISSFPQLKRHKGKETAAMKADLLRARNMKRYINQLTVAKKQCEKRIRILGGPAYDQQEDGALDEGEGPQSQKILQFEDILANTFYREH.... Result: 0 (no interaction).